This data is from Full USPTO retrosynthesis dataset with 1.9M reactions from patents (1976-2016). The task is: Predict the reactants needed to synthesize the given product. (1) Given the product [F:1][C:2]1[CH:10]=[C:9]([N:11]2[CH2:16][CH2:15][N:14]3[CH2:17][CH2:18][CH2:19][C@H:13]3[CH2:12]2)[CH:8]=[CH:7][C:3]=1[C:4]([NH:63][C:60]1[CH:61]=[CH:62][C:57]2[N:58]([CH:64]=[C:55]([CH3:54])[N:56]=2)[CH:59]=1)=[O:6], predict the reactants needed to synthesize it. The reactants are: [F:1][C:2]1[CH:10]=[C:9]([N:11]2[CH2:16][CH2:15][N:14]3[CH2:17][CH2:18][CH2:19][C@H:13]3[CH2:12]2)[CH:8]=[CH:7][C:3]=1[C:4]([OH:6])=O.CN(C(ON1N=NC2C=CC=NC1=2)=[N+](C)C)C.F[P-](F)(F)(F)(F)F.C(N(C(C)C)C(C)C)C.Br.[CH3:54][C:55]1[N:56]=[C:57]2[CH:62]=[CH:61][C:60]([NH2:63])=[CH:59][N:58]2[CH:64]=1. (2) Given the product [C:1]([C:5]1[CH:10]=[CH:9][C:8]([CH2:11][C:12]([NH:14][C@@H:15]([C:28]2[N:29]=[N:30][N:31]([CH2:33][CH2:34][F:45])[CH:32]=2)[C:16]2[CH:21]=[CH:20][C:19]([O:22][CH2:23][C:24]([F:26])([F:25])[F:27])=[CH:18][N:17]=2)=[O:13])=[CH:7][CH:6]=1)([CH3:2])([CH3:4])[CH3:3], predict the reactants needed to synthesize it. The reactants are: [C:1]([C:5]1[CH:10]=[CH:9][C:8]([CH2:11][C:12]([NH:14][C@@H:15]([C:28]2[N:29]=[N:30][N:31]([CH2:33][CH2:34]O)[CH:32]=2)[C:16]2[CH:21]=[CH:20][C:19]([O:22][CH2:23][C:24]([F:27])([F:26])[F:25])=[CH:18][N:17]=2)=[O:13])=[CH:7][CH:6]=1)([CH3:4])([CH3:3])[CH3:2].C(N(C(C)C)CC)(C)C.[F:45]C(F)(S(F)(=O)=O)C(F)(F)C(F)(F)C(F)(F)F. (3) The reactants are: [ClH:1].[CH3:2][C:3]1[CH:8]=[CH:7][N:6]=[CH:5][C:4]=1[NH:9][CH2:10][CH2:11][C:12]1([C:25]([O:27][CH2:28][CH3:29])=[O:26])[CH2:17][CH2:16][CH2:15][N:14](C(OC(C)(C)C)=O)[CH2:13]1. Given the product [ClH:1].[ClH:1].[ClH:1].[CH3:2][C:3]1[CH:8]=[CH:7][N:6]=[CH:5][C:4]=1[NH:9][CH2:10][CH2:11][C:12]1([C:25]([O:27][CH2:28][CH3:29])=[O:26])[CH2:17][CH2:16][CH2:15][NH:14][CH2:13]1, predict the reactants needed to synthesize it.